Dataset: Catalyst prediction with 721,799 reactions and 888 catalyst types from USPTO. Task: Predict which catalyst facilitates the given reaction. (1) Reactant: [CH:1]([N:4]1[C:8]([O:9][CH2:10][C:11]2[CH:20]=[CH:19][C:18]3[C:13](=[CH:14][CH:15]=[CH:16][CH:17]=3)[N:12]=2)=[CH:7][C:6]([CH2:21][CH2:22][C:23](OCC)=[O:24])=[N:5]1)([CH3:3])[CH3:2].[H-].C([Al+]CC(C)C)C(C)C.C(O)C.[Cl-].[NH4+]. Product: [CH:1]([N:4]1[C:8]([O:9][CH2:10][C:11]2[CH:20]=[CH:19][C:18]3[C:13](=[CH:14][CH:15]=[CH:16][CH:17]=3)[N:12]=2)=[CH:7][C:6]([CH2:21][CH2:22][CH2:23][OH:24])=[N:5]1)([CH3:3])[CH3:2]. The catalyst class is: 207. (2) Reactant: Cl.FC1C=C(C=CC=1)CN1C=C(C2C3C(=NC=C(C4C=CC(C5CCNCC5)=CC=4)C=3)N(S(C3C=CC(C)=CC=3)(=O)=O)C=2)C=N1.[CH3:46][C:47]1[CH:48]=[C:49]([CH:91]=[CH:92][CH:93]=1)[CH2:50][N:51]1[CH:55]=[C:54]([C:56]2[C:64]3[C:59](=[N:60][CH:61]=[C:62]([C:65]4[CH:66]=[CH:67][C:68]([N:71]5[CH2:76][CH2:75][N:74]([CH2:77][C@@H:78]([OH:80])[CH3:79])[CH2:73][CH2:72]5)=[N:69][CH:70]=4)[CH:63]=3)[N:58](S(C3C=CC(C)=CC=3)(=O)=O)[CH:57]=2)[CH:53]=[N:52]1.[OH-].[Li+]. Product: [CH3:46][C:47]1[CH:48]=[C:49]([CH:91]=[CH:92][CH:93]=1)[CH2:50][N:51]1[CH:55]=[C:54]([C:56]2[C:64]3[C:59](=[N:60][CH:61]=[C:62]([C:65]4[CH:66]=[CH:67][C:68]([N:71]5[CH2:76][CH2:75][N:74]([CH2:77][C@@H:78]([OH:80])[CH3:79])[CH2:73][CH2:72]5)=[N:69][CH:70]=4)[CH:63]=3)[NH:58][CH:57]=2)[CH:53]=[N:52]1. The catalyst class is: 87. (3) Reactant: Br[C:2]1[CH:11]=[CH:10][CH:9]=[C:8]2[C:3]=1[CH:4]=[CH:5][C:6]([C:12]1[CH:17]=[C:16]([CH3:18])[CH:15]=[C:14]([CH3:19])[CH:13]=1)=[N:7]2.C([Li])CCC.Cl[Si:26]([CH3:29])([CH3:28])[CH3:27]. Product: [CH3:19][C:14]1[CH:13]=[C:12]([C:6]2[CH:5]=[CH:4][C:3]3[C:8](=[CH:9][CH:10]=[CH:11][C:2]=3[Si:26]([CH3:29])([CH3:28])[CH3:27])[N:7]=2)[CH:17]=[C:16]([CH3:18])[CH:15]=1. The catalyst class is: 7. (4) Reactant: Cl.[Br:2][C:3]1[C:11]([Cl:12])=[CH:10][C:6]([C:7]([OH:9])=[O:8])=[C:5]([NH:13][NH2:14])[CH:4]=1.[CH3:15][C:16](=O)[CH2:17][CH3:18]. Product: [Br:2][C:3]1[C:11]([Cl:12])=[CH:10][C:6]([C:7]([OH:9])=[O:8])=[C:5]([NH:13][N:14]=[C:16]([CH2:17][CH3:18])[CH3:15])[CH:4]=1. The catalyst class is: 15.